This data is from Catalyst prediction with 721,799 reactions and 888 catalyst types from USPTO. The task is: Predict which catalyst facilitates the given reaction. (1) Reactant: P(Cl)(Cl)(Cl)=O.[CH2:6]([O:8][C:9]([C:11]1[NH:12][CH:13]=[C:14]([CH3:16])[CH:15]=1)=[O:10])[CH3:7].[OH-].[Na+].CN(C)[CH:21]=[O:22]. Product: [CH2:6]([O:8][C:9]([C:11]1[NH:12][C:13]([CH:21]=[O:22])=[C:14]([CH3:16])[CH:15]=1)=[O:10])[CH3:7]. The catalyst class is: 6. (2) Reactant: [C:1]1([CH:7]([CH2:14][C:15]2[CH:20]=[CH:19][C:18]([O:21][CH2:22][CH2:23][CH2:24][NH:25][C:26]3[CH:31]=[CH:30][CH:29]=[CH:28][N:27]=3)=[CH:17][CH:16]=2)[CH2:8][C:9]([O:11]CC)=[O:10])[CH:6]=[CH:5][CH:4]=[CH:3][CH:2]=1.[Li+].[OH-].C1COCC1. The catalyst class is: 6. Product: [C:1]1([CH:7]([CH2:14][C:15]2[CH:20]=[CH:19][C:18]([O:21][CH2:22][CH2:23][CH2:24][NH:25][C:26]3[CH:31]=[CH:30][CH:29]=[CH:28][N:27]=3)=[CH:17][CH:16]=2)[CH2:8][C:9]([OH:11])=[O:10])[CH:6]=[CH:5][CH:4]=[CH:3][CH:2]=1. (3) Reactant: [CH2:1]([O:3][C:4]([C:6]1[C:7]([CH3:14])=[N:8][C:9]([S:12][CH3:13])=[N:10][CH:11]=1)=[O:5])[CH3:2].CO[CH:17](OC)[N:18]([CH3:20])[CH3:19]. Product: [CH2:1]([O:3][C:4]([C:6]1[C:7]([CH:14]=[CH:17][N:18]([CH3:20])[CH3:19])=[N:8][C:9]([S:12][CH3:13])=[N:10][CH:11]=1)=[O:5])[CH3:2]. The catalyst class is: 3. (4) Reactant: [Na].[CH3:2][O:3][CH2:4][CH2:5][CH2:6][O:7][C:8]1[CH:13]=[CH:12][N:11]=[C:10]([CH2:14][S:15]([C:17]2[NH:21][C:20]3[CH:22]=[CH:23][CH:24]=[CH:25][C:19]=3[N:18]=2)=[O:16])[C:9]=1[CH3:26].CCN(CC)CC.C([O-])(O)=O.[Na+].[C:39]1([CH3:64])[CH:44]=[CH:43][C:42]([S:45]([CH2:48][CH2:49][O:50][C:51](=[O:63])[C:52]2[CH:57]=[CH:56][C:55]([CH3:58])=[C:54]([S:59](Cl)(=[O:61])=[O:60])[CH:53]=2)(=[O:47])=[O:46])=[CH:41][CH:40]=1. Product: [C:39]1([CH3:64])[CH:44]=[CH:43][C:42]([S:45]([CH2:48][CH2:49][O:50][C:51](=[O:63])[C:52]2[CH:57]=[CH:56][C:55]([CH3:58])=[C:54]([S:59]([N:21]3[C:20]4[CH:22]=[CH:23][CH:24]=[CH:25][C:19]=4[N:18]=[C:17]3[S:15]([CH2:14][C:10]3[C:9]([CH3:26])=[C:8]([O:7][CH2:6][CH2:5][CH2:4][O:3][CH3:2])[CH:13]=[CH:12][N:11]=3)=[O:16])(=[O:61])=[O:60])[CH:53]=2)(=[O:47])=[O:46])=[CH:41][CH:40]=1. The catalyst class is: 34. (5) Reactant: [OH:1][C:2]1[CH:3]=[C:4]([CH:7]=[CH:8][C:9]=1[O:10][CH3:11])[CH:5]=[O:6].C([O-])([O-])=O.[K+].[K+].[Cl:18][CH2:19][CH2:20]Cl. Product: [Cl:18][CH2:19][CH2:20][O:1][C:2]1[CH:3]=[C:4]([CH:7]=[CH:8][C:9]=1[O:10][CH3:11])[CH:5]=[O:6]. The catalyst class is: 3. (6) Reactant: F[C:2]1[CH:11]=[CH:10][C:5]([C:6]([O:8][CH3:9])=[O:7])=[CH:4][C:3]=1[O:12][CH3:13].[Br:14][C:15]1[N:16]=[CH:17][NH:18][CH:19]=1.C(=O)([O-])[O-].[K+].[K+].C(OCC)(=O)C. Product: [Br:14][C:15]1[N:16]=[CH:17][N:18]([C:2]2[CH:11]=[CH:10][C:5]([C:6]([O:8][CH3:9])=[O:7])=[CH:4][C:3]=2[O:12][CH3:13])[CH:19]=1. The catalyst class is: 18. (7) Reactant: [Cl-].[CH2:2]([O:9][C:10]([NH:12][CH2:13][CH2:14][NH3+:15])=[O:11])[C:3]1[CH:8]=[CH:7][CH:6]=[CH:5][CH:4]=1.C([O-])([O-])=O.[Na+].[Na+]. Product: [NH2:15][CH2:14][CH2:13][NH:12][C:10](=[O:11])[O:9][CH2:2][C:3]1[CH:4]=[CH:5][CH:6]=[CH:7][CH:8]=1. The catalyst class is: 6. (8) Reactant: [Si]([O:8][C:9]1[CH:10]=[C:11]2[C:15](=[CH:16][CH:17]=1)[N:14]([CH2:18][C:19]([O:21][C:22]([CH3:25])([CH3:24])[CH3:23])=[O:20])[N:13]=[C:12]2[I:26])(C(C)(C)C)(C)C.CCCC[N+](CCCC)(CCCC)CCCC.[F-]. Product: [OH:8][C:9]1[CH:10]=[C:11]2[C:15](=[CH:16][CH:17]=1)[N:14]([CH2:18][C:19]([O:21][C:22]([CH3:24])([CH3:23])[CH3:25])=[O:20])[N:13]=[C:12]2[I:26]. The catalyst class is: 1. (9) Reactant: [C:1]([C:3]1[CH2:8][CH2:7][CH2:6][C:5](=[O:9])[CH:4]=1)#[CH:2].Cl[CH2:11][CH2:12][CH2:13][NH:14][CH2:15][CH2:16][CH3:17].C([O-])([O-])=O.[Cs+].[Cs+]. Product: [CH2:13]([N:14]1[CH2:15][CH2:16][CH2:17][C:1]([C:3]2[CH2:8][CH2:7][CH2:6][C:5](=[O:9])[CH:4]=2)=[CH:2]1)[CH2:12][CH3:11]. The catalyst class is: 47.